Dataset: TCR-epitope binding with 47,182 pairs between 192 epitopes and 23,139 TCRs. Task: Binary Classification. Given a T-cell receptor sequence (or CDR3 region) and an epitope sequence, predict whether binding occurs between them. (1) The epitope is TPQDLNTML. The TCR CDR3 sequence is CASSLGRGSDYGYTF. Result: 0 (the TCR does not bind to the epitope). (2) The epitope is YIFFASFYY. The TCR CDR3 sequence is CSVDGGGTEAFF. Result: 1 (the TCR binds to the epitope). (3) The epitope is LLFGYPVYV. The TCR CDR3 sequence is CASSHGTGAEKLFF. Result: 0 (the TCR does not bind to the epitope). (4) The TCR CDR3 sequence is CASSQEMTSYVNYGYTF. The epitope is VTIAEILLI. Result: 0 (the TCR does not bind to the epitope). (5) The epitope is AMFWSVPTV. The TCR CDR3 sequence is CASSHGSGSPYGYTF. Result: 0 (the TCR does not bind to the epitope). (6) The epitope is ILGLPTQTV. The TCR CDR3 sequence is CASSLTENEKLFF. Result: 1 (the TCR binds to the epitope). (7) The epitope is SEISMDNSPNL. The TCR CDR3 sequence is CASSSRGNEQFF. Result: 1 (the TCR binds to the epitope). (8) The epitope is RLRAEAQVK. The TCR CDR3 sequence is CASSGRGWETQYF. Result: 1 (the TCR binds to the epitope).